This data is from Forward reaction prediction with 1.9M reactions from USPTO patents (1976-2016). The task is: Predict the product of the given reaction. (1) Given the reactants [Br:1][C:2]1[CH:14]=[CH:13][C:5]([CH2:6][NH:7][CH2:8][CH2:9][CH:10]([CH3:12])[CH3:11])=[CH:4][C:3]=1[CH3:15].C(=O)(O)[O-].[Na+].[C:21]([O:25][C:26](=O)[O:27]C(C)(C)C)([CH3:24])([CH3:23])[CH3:22], predict the reaction product. The product is: [C:21]([O:25][C:26](=[O:27])[N:7]([CH2:6][C:5]1[CH:13]=[CH:14][C:2]([Br:1])=[C:3]([CH3:15])[CH:4]=1)[CH2:8][CH2:9][CH:10]([CH3:12])[CH3:11])([CH3:24])([CH3:23])[CH3:22]. (2) Given the reactants [Cl:1][C:2]1[S:6][C:5]2[C:7]3([O:20][CH2:21][C:22]([F:24])([F:23])[C:4]=2[CH:3]=1)[CH2:12][CH2:11][N:10]([CH2:13][C:14]1[C:15]([CH3:19])=[N:16][NH:17][CH:18]=1)[CH2:9][CH2:8]3.C(=O)([O-])[O-].[K+].[K+].I[C:32]1[C:37]([O:38][CH3:39])=[CH:36][CH:35]=[CH:34][N:33]=1.CN[C@@H]1CCCC[C@H]1NC, predict the reaction product. The product is: [Cl:1][C:2]1[S:6][C:5]2[C:7]3([O:20][CH2:21][C:22]([F:23])([F:24])[C:4]=2[CH:3]=1)[CH2:12][CH2:11][N:10]([CH2:13][C:14]1[C:15]([CH3:19])=[N:16][N:17]([C:32]2[C:37]([O:38][CH3:39])=[CH:36][CH:35]=[CH:34][N:33]=2)[CH:18]=1)[CH2:9][CH2:8]3.